From a dataset of Full USPTO retrosynthesis dataset with 1.9M reactions from patents (1976-2016). Predict the reactants needed to synthesize the given product. (1) Given the product [OH:8][C:2]1[CH:3]=[CH:4][C:5]([C:7]2([C:5]3[CH:4]=[CH:3][C:2]([OH:8])=[C:1]([CH3:7])[CH:6]=3)[C:6]3[CH:5]=[CH:4][CH:3]=[CH:2][C:1]=3[C:6]3[C:1]2=[CH:2][CH:3]=[CH:4][CH:5]=3)=[CH:6][C:1]=1[CH3:7], predict the reactants needed to synthesize it. The reactants are: [C:1]1([CH3:7])[CH:6]=[CH:5][CH:4]=[CH:3][CH:2]=1.[OH-:8].[Na+]. (2) The reactants are: [CH2:1]([N:5]([CH2:20][CH2:21][CH2:22][CH3:23])[CH2:6][CH2:7][CH2:8][O:9][C:10]1[CH:19]=[CH:18][C:13]([C:14]([O:16]C)=[O:15])=[CH:12][CH:11]=1)[CH2:2][CH2:3][CH3:4].[ClH:24]. Given the product [ClH:24].[CH2:20]([N:5]([CH2:1][CH2:2][CH2:3][CH3:4])[CH2:6][CH2:7][CH2:8][O:9][C:10]1[CH:19]=[CH:18][C:13]([C:14]([OH:16])=[O:15])=[CH:12][CH:11]=1)[CH2:21][CH2:22][CH3:23], predict the reactants needed to synthesize it. (3) Given the product [ClH:24].[ClH:24].[NH:14]1[CH2:13][CH2:12][CH:11]([N:3]2[C:4]3[C:5](=[N:6][CH:7]=[CH:8][CH:9]=3)[NH:10][C:2]2=[O:1])[CH2:16][CH2:15]1, predict the reactants needed to synthesize it. The reactants are: [O:1]=[C:2]1[NH:10][C:5]2=[N:6][CH:7]=[CH:8][CH:9]=[C:4]2[N:3]1[CH:11]1[CH2:16][CH2:15][N:14](C(OC(C)(C)C)=O)[CH2:13][CH2:12]1.[ClH:24].O1CCOCC1. (4) Given the product [CH2:1]([O:3][C:4](=[O:29])[CH2:5][CH2:6][C:7]1[CH:12]=[CH:11][C:10]([O:13][CH2:14][C:15]2[CH2:24][CH2:23][CH2:22][C:17]3([CH2:18][CH2:19][CH2:20][CH2:21]3)[CH:16]=2)=[C:9]([O:25][C:26](=[O:28])[CH3:27])[CH:8]=1)[CH3:2], predict the reactants needed to synthesize it. The reactants are: [CH2:1]([O:3][C:4](=[O:29])/[CH:5]=[CH:6]/[C:7]1[CH:12]=[CH:11][C:10]([O:13][CH2:14][C:15]2[CH2:24][CH2:23][CH2:22][C:17]3([CH2:21][CH2:20][CH2:19][CH2:18]3)[CH:16]=2)=[C:9]([O:25][C:26](=[O:28])[CH3:27])[CH:8]=1)[CH3:2].C(OC)(=O)C.C1(SC2C=CC=CC=2)C=CC=CC=1.[H][H]. (5) Given the product [Cl:1][C:2]1[CH:7]=[C:6]([O:9][C:10]2[CH:11]=[N:12][CH:13]=[CH:14][CH:15]=2)[CH:5]=[CH:4][N:3]=1, predict the reactants needed to synthesize it. The reactants are: [Cl:1][C:2]1[CH:7]=[C:6](I)[CH:5]=[CH:4][N:3]=1.[OH:9][C:10]1[CH:11]=[N:12][CH:13]=[CH:14][CH:15]=1.C([O-])([O-])=O.[Cs+].[Cs+].CN(C=O)C. (6) Given the product [OH:12][C:13]1[CH:25]=[CH:24][C:16]2[C:17](=[O:23])[O:18][C:19]([CH3:21])([CH3:22])[O:20][C:15]=2[CH:14]=1, predict the reactants needed to synthesize it. The reactants are: C1(CCNCC2C=CC([O:12][C:13]3[CH:25]=[CH:24][C:16]4[C:17](=[O:23])[O:18][C:19]([CH3:22])([CH3:21])[O:20][C:15]=4[CH:14]=3)=C(F)C=2)CC1.CC(OC(OC(OC(C)(C)C)=O)=O)(C)C.C(=O)([O-])[O-].[K+].[K+].O. (7) Given the product [Br:1][CH2:27][C:28]1[CH:38]=[CH:37][C:31]([C:32]([O:34][CH2:35][CH3:36])=[O:33])=[CH:30][C:29]=1[C:39]([F:41])([F:40])[F:42], predict the reactants needed to synthesize it. The reactants are: [Br:1]N1C(=O)CCC1=O.C(OOC(=O)C1C=CC=CC=1)(=O)C1C=CC=CC=1.[CH3:27][C:28]1[CH:38]=[CH:37][C:31]([C:32]([O:34][CH2:35][CH3:36])=[O:33])=[CH:30][C:29]=1[C:39]([F:42])([F:41])[F:40]. (8) Given the product [NH2:17][C:16]1[N:15]=[CH:14][N:13]=[C:12]2[N:8]([C:4]3[CH:3]=[C:2]([NH:1][S:22]([CH2:18][CH2:19][CH2:20][CH3:21])(=[O:24])=[O:23])[CH:7]=[CH:6][CH:5]=3)[N:9]=[CH:10][C:11]=12, predict the reactants needed to synthesize it. The reactants are: [NH2:1][C:2]1[CH:3]=[C:4]([N:8]2[C:12]3=[N:13][CH:14]=[N:15][C:16]([NH2:17])=[C:11]3[CH:10]=[N:9]2)[CH:5]=[CH:6][CH:7]=1.[CH2:18]([S:22](Cl)(=[O:24])=[O:23])[CH2:19][CH2:20][CH3:21].N1C=CC=CC=1.CN(C=O)C. (9) Given the product [C:2]([C@H:3]1[CH2:4][CH2:5][CH2:7][N:8]1[C:9](=[O:37])[C@@H:10]([NH:15][C:16]([N:18]1[C:26]2[CH2:25][CH2:24][N:23]([CH3:27])[CH2:22][C:21]=2[C:20]([C:28]2[CH:33]=[C:32]([F:34])[C:31]([F:35])=[CH:30][C:29]=2[F:36])=[N:19]1)=[O:17])[C:11]([CH3:12])([CH3:13])[CH3:14])(=[O:38])[NH2:1], predict the reactants needed to synthesize it. The reactants are: [NH2:1][C:2](=[O:38])[C@@H:3]([NH:8][C:9](=[O:37])[C@@H:10]([NH:15][C:16]([N:18]1[C:26]2[CH2:25][CH2:24][N:23]([CH3:27])[CH2:22][C:21]=2[C:20]([C:28]2[CH:33]=[C:32]([F:34])[C:31]([F:35])=[CH:30][C:29]=2[F:36])=[N:19]1)=[O:17])[C:11]([CH3:14])([CH3:13])[CH3:12])[CH2:4][CH:5]([CH3:7])C.N1CCC[C@@H]1C(N)=O. (10) Given the product [NH2:18][C:17]1[CH:16]=[CH:15][C:12]([C:13]#[N:14])=[CH:11][C:10]=1[NH:9][C:4]1[CH:5]=[CH:6][C:7]([CH3:8])=[C:2]([CH3:1])[CH:3]=1, predict the reactants needed to synthesize it. The reactants are: [CH3:1][C:2]1[CH:3]=[C:4]([NH:9][C:10]2[CH:11]=[C:12]([CH:15]=[CH:16][C:17]=2[N+:18]([O-])=O)[C:13]#[N:14])[CH:5]=[CH:6][C:7]=1[CH3:8].[O-]S(S([O-])=O)=O.[Na+].[Na+].